Dataset: Full USPTO retrosynthesis dataset with 1.9M reactions from patents (1976-2016). Task: Predict the reactants needed to synthesize the given product. (1) Given the product [ClH:26].[F:25][C:22]([F:23])([F:24])[C:5]1[C:4]2[NH:3][C:2](=[O:1])[C@@H:11]3[CH2:12][NH:13][CH2:14][C@H:10]3[C:9]=2[CH:8]=[CH:7][CH:6]=1, predict the reactants needed to synthesize it. The reactants are: [O:1]=[C:2]1[C@@H:11]2[CH2:12][N:13](C(OC(C)(C)C)=O)[CH2:14][C@H:10]2[C:9]2[CH:8]=[CH:7][CH:6]=[C:5]([C:22]([F:25])([F:24])[F:23])[C:4]=2[NH:3]1.[ClH:26]. (2) Given the product [CH2:13]([N:15]([CH:11]([OH:12])[CH3:10])[C:4](=[O:5])[CH2:3][C:2](=[O:6])[CH3:1])[CH3:14], predict the reactants needed to synthesize it. The reactants are: [CH2:1]=[C:2]1[O:6][C:4](=[O:5])[CH2:3]1.C(N[CH2:10][CH2:11][OH:12])C.[C:13](#[N:15])[CH3:14]. (3) Given the product [N:37]1([CH2:2][CH2:3][O:4][C:5]2[CH:10]=[CH:9][C:8]([CH:11]3[CH2:16][CH2:15][N:14]([C:17]4[CH:18]=[CH:19][C:20]5[N:21]([C:23]([C:26]([F:29])([F:28])[F:27])=[N:24][N:25]=5)[N:22]=4)[CH2:13][CH2:12]3)=[CH:7][CH:6]=2)[CH:38]=[CH:39][CH:40]=[N:36]1, predict the reactants needed to synthesize it. The reactants are: Br[CH2:2][CH2:3][O:4][C:5]1[CH:10]=[CH:9][C:8]([CH:11]2[CH2:16][CH2:15][N:14]([C:17]3[CH:18]=[CH:19][C:20]4[N:21]([C:23]([C:26]([F:29])([F:28])[F:27])=[N:24][N:25]=4)[N:22]=3)[CH2:13][CH2:12]2)=[CH:7][CH:6]=1.FC(F)(F)C1[N:36]2[N:37]=[C:38](N3CCC(C4C=CC(O)=CC=4)CC3)[CH:39]=[CH:40]C2=NN=1. (4) The reactants are: [NH2:1][C:2]1[CH:7]=[C:6]([OH:8])[CH:5]=[CH:4][N:3]=1.C1CCN2C(=NCCC2)CC1.F[C:21]1[C:30]2[C:25](=[CH:26][CH:27]=[CH:28][CH:29]=2)[C:24]([N+:31]([O-:33])=[O:32])=[CH:23][CH:22]=1. Given the product [N+:31]([C:24]1[C:25]2[C:30](=[CH:29][CH:28]=[CH:27][CH:26]=2)[C:21]([O:8][C:6]2[CH:5]=[CH:4][N:3]=[C:2]([NH2:1])[CH:7]=2)=[CH:22][CH:23]=1)([O-:33])=[O:32], predict the reactants needed to synthesize it. (5) Given the product [Cl:8][C:4]1[CH:3]=[C:2]([CH:7]=[CH:6][CH:5]=1)[C:23]([C@@H:25]1[CH2:30][CH2:29][CH2:28][N:27]([C:31]([O:33][C:34]([CH3:37])([CH3:36])[CH3:35])=[O:32])[CH2:26]1)=[O:24], predict the reactants needed to synthesize it. The reactants are: Br[C:2]1[CH:7]=[CH:6][CH:5]=[C:4]([Cl:8])[CH:3]=1.[Li]CCCC.CCCCCC.CON(C)[C:23]([C@@H:25]1[CH2:30][CH2:29][CH2:28][N:27]([C:31]([O:33][C:34]([CH3:37])([CH3:36])[CH3:35])=[O:32])[CH2:26]1)=[O:24]. (6) Given the product [F:9][C:10]([F:21])([F:20])[C:11]1[CH:16]=[CH:15][C:14]([C:2]2[CH:8]=[CH:7][CH:6]=[C:4]([NH2:5])[CH:3]=2)=[CH:13][CH:12]=1, predict the reactants needed to synthesize it. The reactants are: I[C:2]1[CH:3]=[C:4]([CH:6]=[CH:7][CH:8]=1)[NH2:5].[F:9][C:10]([F:21])([F:20])[C:11]1[CH:16]=[CH:15][C:14](B(O)O)=[CH:13][CH:12]=1.C(=O)([O-])[O-].[Na+].[Na+].